From a dataset of Forward reaction prediction with 1.9M reactions from USPTO patents (1976-2016). Predict the product of the given reaction. (1) Given the reactants [C:1]([C:4]1[CH:9]=[CH:8][CH:7]=[CH:6][CH:5]=1)(=[O:3])[CH3:2], predict the reaction product. The product is: [C:4]1([C@@H:1]([OH:3])[CH3:2])[CH:9]=[CH:8][CH:7]=[CH:6][CH:5]=1. (2) Given the reactants CCCC[N+](CCCC)(CCCC)CCCC.[F-].[Si]([O:26][CH2:27][CH:28]([CH2:31][O:32][C:33](=[O:51])[CH2:34][CH2:35][CH2:36][CH2:37][CH2:38][CH2:39][CH2:40]/[CH:41]=[CH:42]\[CH2:43][CH2:44][CH2:45][CH2:46][CH2:47][CH2:48][CH2:49][CH3:50])[O:29][CH3:30])(C(C)(C)C)(C)C, predict the reaction product. The product is: [C:33]([O:32][CH2:31][CH:28]([CH2:27][OH:26])[O:29][CH3:30])(=[O:51])[CH2:34][CH2:35][CH2:36][CH2:37][CH2:38][CH2:39][CH2:40]/[CH:41]=[CH:42]\[CH2:43][CH2:44][CH2:45][CH2:46][CH2:47][CH2:48][CH2:49][CH3:50]. (3) Given the reactants Cl[C:2]1[N:7]=[C:6]([NH2:8])[CH:5]=[N:4][CH:3]=1.[CH3:9][S:10]([C:13]1[CH:18]=[CH:17][C:16](B(O)O)=[CH:15][CH:14]=1)(=[O:12])=[O:11], predict the reaction product. The product is: [CH3:9][S:10]([C:13]1[CH:18]=[CH:17][C:16]([C:2]2[N:7]=[C:6]([NH2:8])[CH:5]=[N:4][CH:3]=2)=[CH:15][CH:14]=1)(=[O:12])=[O:11]. (4) Given the reactants [NH2:1][C:2]1[CH:12]=[CH:11][C:10](B2OC(C)(C)C(C)(C)O2)=[CH:9][C:3]=1[C:4]([N:6]([CH3:8])[CH3:7])=[O:5].[C:22]([Si:26]([CH3:43])([CH3:42])[O:27][CH:28]1[CH2:33][CH2:32][C:31](OS(C(F)(F)F)(=O)=O)=[CH:30][CH2:29]1)([CH3:25])([CH3:24])[CH3:23].ClCCl.C(=O)([O-])[O-].[K+].[K+], predict the reaction product. The product is: [NH2:1][C:2]1[CH:12]=[CH:11][C:10]([C:31]2[CH2:32][CH2:33][CH:28]([O:27][Si:26]([C:22]([CH3:25])([CH3:24])[CH3:23])([CH3:42])[CH3:43])[CH2:29][CH:30]=2)=[CH:9][C:3]=1[C:4]([N:6]([CH3:7])[CH3:8])=[O:5]. (5) Given the reactants [CH3:1][C:2]1[CH:23]=[C:22]([CH3:24])[C:21]([C:25]2[NH:29][C:28]([CH2:30]C3CCOC3)=[N:27][N:26]=2)=[CH:20][C:3]=1[C:4]([N:6]1[CH2:11][CH2:10][CH:9]([C:12]2[CH:19]=[CH:18][C:15]([C:16]#[N:17])=[CH:14][CH:13]=2)[CH2:8][CH2:7]1)=[O:5].[CH3:36][O:37][CH2:38]CC(NN)=O.O1CCC(CC(NN)=O)C1, predict the reaction product. The product is: [CH3:36][O:37][CH2:38][CH2:30][C:28]1[NH:29][C:25]([C:21]2[C:22]([CH3:24])=[CH:23][C:2]([CH3:1])=[C:3]([CH:20]=2)[C:4]([N:6]2[CH2:7][CH2:8][CH:9]([C:12]3[CH:13]=[CH:14][C:15]([C:16]#[N:17])=[CH:18][CH:19]=3)[CH2:10][CH2:11]2)=[O:5])=[N:26][N:27]=1. (6) Given the reactants [CH3:1][C:2]1([CH3:34])[CH2:7][CH2:6][CH2:5][CH:4]([O:8][C:9]2[CH:14]=[CH:13][C:12]([C:15]([C:20]3[CH:21]=[CH:22][C:23]4[O:27][C:26]([C:28]([OH:30])=[O:29])=[CH:25][C:24]=4[CH:31]=3)([CH2:18][CH3:19])[CH2:16][CH3:17])=[CH:11][C:10]=2[CH3:32])[C:3]1=[O:33].[BH4-].[Na+], predict the reaction product. The product is: [CH2:16]([C:15]([C:20]1[CH:21]=[CH:22][C:23]2[O:27][C:26]([C:28]([OH:30])=[O:29])=[CH:25][C:24]=2[CH:31]=1)([C:12]1[CH:13]=[CH:14][C:9]([O:8][CH:4]2[CH2:5][CH2:6][CH2:7][C:2]([CH3:1])([CH3:34])[CH:3]2[OH:33])=[C:10]([CH3:32])[CH:11]=1)[CH2:18][CH3:19])[CH3:17].